The task is: Predict the product of the given reaction.. This data is from Forward reaction prediction with 1.9M reactions from USPTO patents (1976-2016). Given the reactants [CH3:1][O:2][C:3](=[O:16])[C:4]1[CH:9]=[CH:8][C:7]([C:10](=[O:12])[CH3:11])=[CH:6][C:5]=1[N+:13]([O-:15])=[O:14].[BH4-].[Na+].O, predict the reaction product. The product is: [CH3:1][O:2][C:3](=[O:16])[C:4]1[CH:9]=[CH:8][C:7]([CH:10]([OH:12])[CH3:11])=[CH:6][C:5]=1[N+:13]([O-:15])=[O:14].